This data is from Full USPTO retrosynthesis dataset with 1.9M reactions from patents (1976-2016). The task is: Predict the reactants needed to synthesize the given product. (1) Given the product [F:1][C:2]1[CH:10]=[C:9]2[C:5]([C:6]([C:18]3[CH:19]=[CH:20][C:21]4[S:25](=[O:27])(=[O:26])[N:24]([CH:28]5[CH2:33][CH2:32][NH:31][C:30](=[O:34])[CH2:29]5)[CH:23]([CH3:35])[C:22]=4[CH:36]=3)=[CH:7][NH:8]2)=[CH:4][CH:3]=1, predict the reactants needed to synthesize it. The reactants are: [F:1][C:2]1[CH:10]=[C:9]2[C:5]([C:6]([C:18]3[CH:19]=[CH:20][C:21]4[S:25](=[O:27])(=[O:26])[N:24]([CH:28]5[CH2:33][CH2:32][NH:31][C:30](=[O:34])[CH2:29]5)[CH:23]([CH3:35])[C:22]=4[CH:36]=3)=[CH:7][N:8]2C(OC(C)(C)C)=O)=[CH:4][CH:3]=1. (2) The reactants are: [NH2:1][CH:2]1[C:16]2=[N:17][CH:18]=[C:19]([C:20]([OH:23])([CH3:22])[CH3:21])[N:15]2[CH2:14][C:5]2[C:6]3[CH:7]=[N:8][NH:9][C:10]=3[C:11]([Cl:13])=[CH:12][C:4]=2[CH2:3]1.[O:24]=[C:25]1[NH:33][C:28]2=[N:29][CH:30]=[CH:31][CH:32]=[C:27]2[C:26]21[CH2:41][C:40]1[C:35](=[CH:36][CH:37]=[C:38]([C:42](O)=[O:43])[CH:39]=1)[CH2:34]2.C1C=CC2N(O)N=NC=2C=1.C(Cl)CCl. Given the product [Cl:13][C:11]1[C:10]2[NH:9][N:8]=[CH:7][C:6]=2[C:5]2[CH2:14][N:15]3[C:19]([C:20]([OH:23])([CH3:21])[CH3:22])=[CH:18][N:17]=[C:16]3[C@H:2]([NH:1][C:42]([C:38]3[CH:39]=[C:40]4[C:35](=[CH:36][CH:37]=3)[CH2:34][C:26]3([C:27]5[C:28](=[N:29][CH:30]=[CH:31][CH:32]=5)[NH:33][C:25]3=[O:24])[CH2:41]4)=[O:43])[CH2:3][C:4]=2[CH:12]=1, predict the reactants needed to synthesize it. (3) Given the product [CH3:62][C:63]1([CH3:75])[O:67][C@H:66]([CH2:68][N:69]2[CH:73]=[CH:72][C:71]([NH:74][C:5](=[O:6])[C@@H:4]([N:8]3[CH2:12][C:11]([O:13][C:14]4[C:23]5[C:18](=[CH:19][CH:20]=[CH:21][CH:22]=5)[CH:17]=[CH:16][CH:15]=4)=[CH:10][C:9]3=[O:24])[CH2:3][CH:2]([CH3:25])[CH3:1])=[N:70]2)[CH2:65][O:64]1, predict the reactants needed to synthesize it. The reactants are: [CH3:1][CH:2]([CH3:25])[CH2:3][C@H:4]([N:8]1[CH2:12][C:11]([O:13][C:14]2[C:23]3[C:18](=[CH:19][CH:20]=[CH:21][CH:22]=3)[CH:17]=[CH:16][CH:15]=2)=[CH:10][C:9]1=[O:24])[C:5](O)=[O:6].C(N(CC)C(C)C)(C)C.F[P-](F)(F)(F)(F)F.N1(O[P+](N(C)C)(N(C)C)N(C)C)C2C=CC=CC=2N=N1.[CH3:62][C:63]1([CH3:75])[O:67][C@H:66]([CH2:68][N:69]2[CH:73]=[CH:72][C:71]([NH2:74])=[N:70]2)[CH2:65][O:64]1. (4) Given the product [F:1][C:2]([F:15])([F:14])[CH:3]([C:5]1[CH:10]=[CH:9][CH:8]=[C:7]([N+:11]([O-:13])=[O:12])[CH:6]=1)[NH2:21], predict the reactants needed to synthesize it. The reactants are: [F:1][C:2]([F:15])([F:14])[C:3]([C:5]1[CH:10]=[CH:9][CH:8]=[C:7]([N+:11]([O-:13])=[O:12])[CH:6]=1)=O.[Li+].C[Si]([N-:21][Si](C)(C)C)(C)C.C1COCC1.CSC. (5) Given the product [Cl:2][C:3]1[CH:8]=[C:7]2[C:6](=[CH:5][CH:4]=1)[N:9]([CH2:17][C:16]([N:40]1[CH2:39][CH2:38][CH2:37][CH2:41]1)=[O:15])[C:21]1[CH2:22][N:25]([CH3:27])[CH2:24][CH2:19][C:20]2=1, predict the reactants needed to synthesize it. The reactants are: Cl.[Cl:2][C:3]1[CH:8]=[CH:7][C:6]([NH:9]N)=[CH:5][CH:4]=1.BrCC([O:15][CH2:16][CH3:17])=O.Cl[C:19]1[CH:24]=C[C:22]([N:25]([CH2:27]C(OCC)=O)N)=[CH:21][CH:20]=1.C(OC(OCC)[CH2:37][CH2:38][CH2:39][NH:40][CH3:41])C.ClC1C=C2C(=CC=1)N(CC(OCC)=O)C=C2CCNC.C=O.C(O)(C(F)(F)F)=O.ClC1C=C2C(=CC=1)N(CC(O)=O)C1CN(C)CCC2=1.N1CCCC1.CCN=C=NCCCN(C)C. (6) Given the product [C:52]1([CH:46]([CH2:47][C:51]2[CH:10]=[CH:5][CH:4]=[CH:49][CH:50]=2)[CH2:45][NH:44][C:42]2[C:41]3[C:36](=[CH:37][CH:38]=[CH:39][CH:40]=3)[N:35]=[C:34]([C:31]3[CH:30]=[CH:29][C:28]([NH:27][S:13]([CH3:12])(=[O:15])=[O:14])=[CH:33][CH:32]=3)[N:43]=2)[CH:53]=[CH:54][CH:55]=[CH:56][CH:57]=1, predict the reactants needed to synthesize it. The reactants are: N1[C:10]2[C:5](=CC=CC=2)[C:4](N)=NC=1.[CH3:12][S:13](NC1C=CC(B(O)O)=CC=1)(=[O:15])=[O:14].C[N:27](C)[C:28]1[CH:33]=[CH:32][C:31]([C:34]2[N:43]=[C:42]([NH:44][CH2:45][CH:46]([C:52]3[CH:57]=[CH:56][CH:55]=[CH:54][CH:53]=3)[C:47]3N[CH:49]=[CH:50][CH:51]=3)[C:41]3[C:36](=[CH:37][CH:38]=[CH:39][CH:40]=3)[N:35]=2)=[CH:30][CH:29]=1. (7) Given the product [N:34]1[CH:35]=[CH:36][C:31]([CH2:29][CH2:30][N:1]2[C:9]3[C:4](=[CH:5][C:6]([NH:10][C:11]([C:13]4[C:14]([C:19]5[CH:20]=[CH:21][C:22]([C:25]([F:26])([F:27])[F:28])=[CH:23][CH:24]=5)=[CH:15][CH:16]=[CH:17][CH:18]=4)=[O:12])=[CH:7][CH:8]=3)[CH2:3][CH2:2]2)=[CH:32][CH:33]=1, predict the reactants needed to synthesize it. The reactants are: [NH:1]1[C:9]2[C:4](=[CH:5][C:6]([NH:10][C:11]([C:13]3[C:14]([C:19]4[CH:24]=[CH:23][C:22]([C:25]([F:28])([F:27])[F:26])=[CH:21][CH:20]=4)=[CH:15][CH:16]=[CH:17][CH:18]=3)=[O:12])=[CH:7][CH:8]=2)[CH2:3][CH2:2]1.[CH:29]([C:31]1[CH:36]=[CH:35][N:34]=[CH:33][CH:32]=1)=[CH2:30]. (8) Given the product [CH3:7][O:8][C:9]([C:10]1[CH:15]=[CH:14][C:13]2[O:16][CH2:1][N:17]([S:18]([C:21]3[CH:26]=[C:25]([Cl:27])[CH:24]=[CH:23][C:22]=3[O:28][CH3:29])(=[O:19])=[O:20])[C:12]=2[CH:11]=1)=[O:30], predict the reactants needed to synthesize it. The reactants are: [C:1](=O)([O-])[O-].[K+].[K+].[CH3:7][O:8][C:9](=[O:30])[C:10]1[CH:15]=[CH:14][C:13]([OH:16])=[C:12]([NH:17][S:18]([C:21]2[CH:26]=[C:25]([Cl:27])[CH:24]=[CH:23][C:22]=2[O:28][CH3:29])(=[O:20])=[O:19])[CH:11]=1.BrCBr. (9) Given the product [CH3:1][O:2][C:3]([C:4]1[S:22][C:18]2=[N:17][CH2:21][CH2:20][N:19]2[C:5]=1[C:7]1[CH:12]=[CH:11][C:10]([Cl:13])=[C:9]([Cl:14])[CH:8]=1)=[O:16], predict the reactants needed to synthesize it. The reactants are: [CH3:1][O:2][C:3](=[O:16])[CH:4](Br)[C:5]([C:7]1[CH:12]=[CH:11][C:10]([Cl:13])=[C:9]([Cl:14])[CH:8]=1)=O.[NH:17]1[CH2:21][CH2:20][NH:19][C:18]1=[S:22]. (10) Given the product [F:84][B-:2]1([F:1])[N:7]2[C:8]([CH3:12])=[CH:9][C:10]([CH3:11])=[C:6]2[CH:5]=[C:4]2[CH:13]=[CH:14][C:15]([CH2:16][CH2:17][CH2:18][CH2:19][C:20]([NH:22][CH2:23][CH2:24][O:25][CH2:26][CH2:27][O:28][CH2:29][CH2:30][NH:31][C:32]([O:34][CH:35]3[CH:47]=[CH:46][CH:45]([CH3:48])[CH:44]([C:49]([CH3:70])=[CH:50][CH:51]=[CH:52][CH:53]([CH3:69])[CH2:54][CH:55]4[O:68][CH:56]4[CH:57]([CH3:67])[CH:58]([OH:61])[CH2:59][CH3:60])[O:43][C:41](=[O:42])[CH2:40][CH:39]([OH:71])[CH2:38][CH2:37][C:36]3([OH:78])[CH3:77])=[O:33])=[O:21])=[N+:3]12, predict the reactants needed to synthesize it. The reactants are: [F:1][B-:2]1([F:84])[N:7]2[C:8]([CH3:12])=[CH:9][C:10]([CH3:11])=[C:6]2[CH:5]=[C:4]2[CH:13]=[CH:14][C:15]([CH2:16][CH2:17][CH2:18][CH2:19][C:20]([NH:22][CH2:23][CH2:24][O:25][CH2:26][CH2:27][O:28][CH2:29][CH2:30][NH:31][C:32]([O:34][CH:35]3[CH:47]=[CH:46][CH:45]([CH3:48])[CH:44]([C:49]([CH3:70])=[CH:50][CH:51]=[CH:52][CH:53]([CH3:69])[CH2:54][CH:55]4[O:68][CH:56]4[CH:57]([CH3:67])[CH:58]([O:61]C(OCC)C)[CH2:59][CH3:60])[O:43][C:41](=[O:42])[CH2:40][CH:39]([O:71]C(OCC)C)[CH2:38][CH2:37][C:36]3([O:78]C(OCC)C)[CH3:77])=[O:33])=[O:21])=[N+:3]12.C1(C)C=CC(S([O-])(=O)=O)=CC=1.[NH+]1C=CC=CC=1.